From a dataset of Catalyst prediction with 721,799 reactions and 888 catalyst types from USPTO. Predict which catalyst facilitates the given reaction. (1) Reactant: Cl[C:2]1[CH:7]=[CH:6][N:5]=[C:4]([S:8][CH3:9])[N:3]=1.[F:10][C:11]1[CH:16]=[C:15](B(O)O)[CH:14]=[C:13]([F:20])[N:12]=1.C([O-])([O-])=O.[Cs+].[Cs+]. Product: [F:10][C:11]1[CH:16]=[C:15]([C:2]2[CH:7]=[CH:6][N:5]=[C:4]([S:8][CH3:9])[N:3]=2)[CH:14]=[C:13]([F:20])[N:12]=1. The catalyst class is: 578. (2) Reactant: [OH:1][C@H:2]([C@H:10]1[O:15][C@H:14]([CH3:16])[CH2:13][NH:12][C:11]1=[O:17])[C:3]([O:5][C:6]([CH3:9])([CH3:8])[CH3:7])=[O:4].[Cl:18][C:19]1[N:20]=[N:21][CH:22]=[C:23]([N:25]2[CH:29]=[CH:28][C:27](I)=[N:26]2)[CH:24]=1.CN[C@@H]1CCCC[C@H]1NC.P([O-])([O-])([O-])=O.[K+].[K+].[K+]. Product: [Cl:18][C:19]1[N:20]=[N:21][CH:22]=[C:23]([N:25]2[CH:29]=[CH:28][C:27]([N:12]3[CH2:13][C@@H:14]([CH3:16])[O:15][C@H:10]([C@@H:2]([OH:1])[C:3]([O:5][C:6]([CH3:9])([CH3:7])[CH3:8])=[O:4])[C:11]3=[O:17])=[N:26]2)[CH:24]=1. The catalyst class is: 12.